Task: Predict which catalyst facilitates the given reaction.. Dataset: Catalyst prediction with 721,799 reactions and 888 catalyst types from USPTO (1) Reactant: O.OO.[O:4]1CCCC1.[F:9][C:10]1[C:15]([CH3:16])=[CH:14][C:13](B(O)O)=[CH:12][N:11]=1. Product: [F:9][C:10]1[N:11]=[CH:12][C:13]([OH:4])=[CH:14][C:15]=1[CH3:16]. The catalyst class is: 6. (2) Reactant: [CH3:1][CH:2]([N:4]1[C:8]2[N:9]=[C:10]([C:16]3[CH:21]=[CH:20][C:19]([O:22][CH3:23])=[CH:18][CH:17]=3)[CH:11]=[C:12]([C:13]([OH:15])=O)[C:7]=2[CH:6]=[N:5]1)[CH3:3].[NH2:24][CH2:25][C:26]1[C:27](=[O:34])[NH:28][C:29]([CH3:33])=[CH:30][C:31]=1[CH3:32].CN1CCOCC1.ON1C2N=CC=CC=2N=N1.C(Cl)CCl. Product: [CH3:32][C:31]1[CH:30]=[C:29]([CH3:33])[NH:28][C:27](=[O:34])[C:26]=1[CH2:25][NH:24][C:13]([C:12]1[C:7]2[CH:6]=[N:5][N:4]([CH:2]([CH3:1])[CH3:3])[C:8]=2[N:9]=[C:10]([C:16]2[CH:21]=[CH:20][C:19]([O:22][CH3:23])=[CH:18][CH:17]=2)[CH:11]=1)=[O:15]. The catalyst class is: 16.